This data is from Catalyst prediction with 721,799 reactions and 888 catalyst types from USPTO. The task is: Predict which catalyst facilitates the given reaction. (1) Reactant: C([Si](C)(C)[O:6][C@H:7]1[CH2:15][CH2:14][CH2:13][C@@:12]2([CH3:16])[C@H:8]1[CH2:9][CH2:10][C@@H:11]2[C@@:17]([CH3:42])([CH2:31][CH2:32][CH2:33][C:34]([CH3:41])([O:36][Si](C)(C)C)[CH3:35])[CH2:18][C:19]#[C:20][C:21]([C:27]([F:30])([F:29])[F:28])([OH:26])[C:22]([F:25])([F:24])[F:23])(C)(C)C.[F-].C([N+](CCCC)(CCCC)CCCC)CCC.C(OCC)(=O)C. Product: [F:23][C:22]([F:24])([F:25])[C:21]([C:27]([F:28])([F:29])[F:30])([OH:26])[C:20]#[C:19][CH2:18][C@:17]([C@@H:11]1[C@:12]2([CH3:16])[C@H:8]([C@@H:7]([OH:6])[CH2:15][CH2:14][CH2:13]2)[CH2:9][CH2:10]1)([CH3:42])[CH2:31][CH2:32][CH2:33][C:34]([CH3:41])([OH:36])[CH3:35]. The catalyst class is: 7. (2) Reactant: Cl.Cl.[CH3:3][NH:4][NH:5][CH3:6].C(O[C:10](=[O:30])[CH:11]([C:23]1[CH:24]=[C:25]([CH3:29])[CH:26]=[CH:27][CH:28]=1)[C:12](=O)[C:13]1[CH:14]=[CH:15][C:16]2[N:17]([N:19]=[CH:20][N:21]=2)[CH:18]=1)C. Product: [CH3:3][N:4]1[C:12]([C:13]2[CH:14]=[CH:15][C:16]3[N:17]([N:19]=[CH:20][N:21]=3)[CH:18]=2)=[C:11]([C:23]2[CH:24]=[C:25]([CH3:29])[CH:26]=[CH:27][CH:28]=2)[C:10](=[O:30])[N:5]1[CH3:6]. The catalyst class is: 17. (3) Reactant: [Br:1][C:2]1[CH:7]=[CH:6][CH:5]=[CH:4][C:3]=1[NH:8][C:9](=O)[C:10]1[CH:15]=[CH:14][C:13]([O:16][CH3:17])=[CH:12][CH:11]=1.COC1C=CC(P2(SP(C3C=CC(OC)=CC=3)(=S)S2)=[S:28])=CC=1. Product: [Br:1][C:2]1[CH:7]=[CH:6][CH:5]=[CH:4][C:3]=1[NH:8][C:9](=[S:28])[C:10]1[CH:15]=[CH:14][C:13]([O:16][CH3:17])=[CH:12][CH:11]=1. The catalyst class is: 11. (4) Reactant: Br[C:2]1[CH:3]=[C:4]2[C:9](=[CH:10][CH:11]=1)[N:8]=[C:7]([NH:12][C@@H:13]([C:15]1[CH:20]=[CH:19][CH:18]=[C:17]([N:21]3[CH2:26][CH2:25][N:24]([CH3:27])[CH2:23][CH2:22]3)[CH:16]=1)[CH3:14])[CH:6]=[N:5]2.[C:28]([N:35]1[CH:39]=[C:38](B2OC(C)(C)C(C)(C)O2)[CH:37]=[N:36]1)([O:30][C:31]([CH3:34])([CH3:33])[CH3:32])=[O:29].C(=O)([O-])[O-].[Cs+].[Cs+].[I-].[K+]. Product: [C:31]([O:30][C:28]([N:35]1[CH:39]=[C:38]([C:2]2[CH:3]=[C:4]3[C:9](=[CH:10][CH:11]=2)[N:8]=[C:7]([NH:12][C@@H:13]([C:15]2[CH:20]=[CH:19][CH:18]=[C:17]([N:21]4[CH2:22][CH2:23][N:24]([CH3:27])[CH2:25][CH2:26]4)[CH:16]=2)[CH3:14])[CH:6]=[N:5]3)[CH:37]=[N:36]1)=[O:29])([CH3:34])([CH3:32])[CH3:33]. The catalyst class is: 155. (5) Reactant: [NH2:1][CH:2]1[CH2:7][CH2:6][N:5]([C:8]2[CH:18]=[CH:17][C:11]([C:12]([O:14][CH2:15][CH3:16])=[O:13])=[CH:10][CH:9]=2)[CH2:4][CH2:3]1.CCN(CC)CC.[C:26](Cl)(=[O:28])[CH3:27]. Product: [C:26]([NH:1][CH:2]1[CH2:7][CH2:6][N:5]([C:8]2[CH:18]=[CH:17][C:11]([C:12]([O:14][CH2:15][CH3:16])=[O:13])=[CH:10][CH:9]=2)[CH2:4][CH2:3]1)(=[O:28])[CH3:27]. The catalyst class is: 2.